Dataset: Reaction yield outcomes from USPTO patents with 853,638 reactions. Task: Predict the reaction yield, written as a fraction of the theoretical maximum amount of product (1.0 means a 100% yield; for example, 0.34 means a 34% yield). (1) The reactants are [F:1][C:2]1[CH:10]=[C:9]([F:11])[CH:8]=[C:7]2[C:3]=1[C:4](SCC(O)=O)=[CH:5][NH:6]2.[NH2:17][C:18]1[CH:22]=[C:21]([CH3:23])[O:20][N:19]=1.C1CN(C(Cl)=[N+]2CCCC2)CC1.F[P-](F)(F)(F)(F)F.CCN(C(C)C)C(C)C.Cl[CH:53](Cl)[CH3:54].O[O:57][S:58]([O-:60])=O.[K+].[OH2:62]. The catalyst is CO. The product is [F:1][C:2]1[CH:10]=[C:9]([F:11])[CH:8]=[C:7]2[C:3]=1[C:4]([S:58]([CH2:53][C:54]([NH:17][C:18]1[CH:22]=[C:21]([CH3:23])[O:20][N:19]=1)=[O:62])(=[O:60])=[O:57])=[CH:5][NH:6]2. The yield is 0.260. (2) The reactants are [CH:1]([O:4][C:5]1([C:8]2[CH:13]=[CH:12][C:11]([C:14]#[C:15][C:16]3[CH:26]=[CH:25][C:19]([C:20]([O:22]CC)=[O:21])=[CH:18][CH:17]=3)=[CH:10][CH:9]=2)[CH2:7][CH2:6]1)([CH3:3])[CH3:2].[OH-].[Na+]. The catalyst is C(O)C.O1CCCC1. The product is [CH:1]([O:4][C:5]1([C:8]2[CH:13]=[CH:12][C:11]([C:14]#[C:15][C:16]3[CH:17]=[CH:18][C:19]([C:20]([OH:22])=[O:21])=[CH:25][CH:26]=3)=[CH:10][CH:9]=2)[CH2:6][CH2:7]1)([CH3:3])[CH3:2]. The yield is 0.880. (3) The reactants are [Cl:1][C:2]1[CH:3]=[C:4]([C:12](=O)[CH3:13])[CH:5]=[C:6]([C:8]([F:11])([F:10])[F:9])[CH:7]=1.[CH3:15][NH2:16].[BH4-].[Na+].O. The catalyst is CO. The product is [Cl:1][C:2]1[CH:3]=[C:4]([CH:12]([NH:16][CH3:15])[CH3:13])[CH:5]=[C:6]([C:8]([F:11])([F:10])[F:9])[CH:7]=1. The yield is 0.960. (4) The reactants are [F:1][C:2]1[CH:17]=[CH:16][C:5]2[N:6]([CH2:11][C@H:12]([CH3:15])[CH2:13]I)[C:7](=[O:10])[CH2:8][O:9][C:4]=2[CH:3]=1.[CH2:18]([CH:22]1[CH2:28][CH:27]2[NH:29][CH:24]([CH2:25][CH2:26]2)[CH2:23]1)[CH2:19][CH2:20][CH3:21]. The catalyst is CC#N. The product is [CH2:18]([CH:22]1[CH2:23][CH:24]2[N:29]([CH2:13][C@@H:12]([CH3:15])[CH2:11][N:6]3[C:5]4[CH:16]=[CH:17][C:2]([F:1])=[CH:3][C:4]=4[O:9][CH2:8][C:7]3=[O:10])[CH:27]([CH2:26][CH2:25]2)[CH2:28]1)[CH2:19][CH2:20][CH3:21]. The yield is 0.330. (5) The reactants are [OH:1][C:2]1[CH:3]=[C:4]([NH:8][C:9](=[O:11])[CH3:10])[CH:5]=[CH:6][CH:7]=1.C(NC1C=C(OC(=O)C)C=CC=1)=O.[CH3:25][C:26](=[CH2:30])[CH2:27][CH2:28]O.CCOC(/N=N/C(OCC)=O)=O.C1C=CC(P(C2C=CC=CC=2)C2C=CC=CC=2)=CC=1. The catalyst is C1C=CC=CC=1.O. The product is [CH3:30][C:26](=[CH2:25])[CH2:27][CH2:28][O:1][C:2]1[CH:3]=[C:4]([NH:8][C:9](=[O:11])[CH3:10])[CH:5]=[CH:6][CH:7]=1. The yield is 0.520. (6) The reactants are [CH3:1][O:2][C:3]1[CH:12]=[C:11]2[C:6]([C:7](=[O:13])[CH2:8][CH2:9][O:10]2)=[CH:5][CH:4]=1.C(OCC)C.C1C(=O)N([Br:26])C(=O)C1. The catalyst is C(#N)C. The product is [Br:26][C:4]1[CH:5]=[C:6]2[C:11](=[CH:12][C:3]=1[O:2][CH3:1])[O:10][CH2:9][CH2:8][C:7]2=[O:13]. The yield is 0.720. (7) The reactants are Cl.CN(C=[N:6][C:7]1[C:12]([F:13])=[CH:11][N:10]=[C:9]([O:14][S:15]([C:18]2[CH:23]=[CH:22][CH:21]=[CH:20][CH:19]=2)(=[O:17])=[O:16])[N:8]=1)C. The catalyst is O1CCOCC1. The product is [NH2:6][C:7]1[C:12]([F:13])=[CH:11][N:10]=[C:9]([O:14][S:15]([C:18]2[CH:23]=[CH:22][CH:21]=[CH:20][CH:19]=2)(=[O:17])=[O:16])[N:8]=1. The yield is 0.790. (8) The reactants are [CH3:1][C:2]1[C:7]([CH2:8][OH:9])=[CH:6][CH:5]=[CH:4][N:3]=1. The catalyst is C(Cl)Cl.O=[Mn]=O. The product is [CH3:1][C:2]1[N:3]=[CH:4][CH:5]=[CH:6][C:7]=1[CH:8]=[O:9]. The yield is 0.600. (9) The reactants are [CH3:1][C:2]1[O:6][C:5]([C:7]2[CH:12]=[CH:11][CH:10]=[C:9]([C:13]([F:16])([F:15])[F:14])[CH:8]=2)=[N:4][CH:3]=1.C1C(=O)N([Br:24])C(=O)C1.C(OOC(=O)C1C=CC=CC=1)(=O)C1C=CC=CC=1. No catalyst specified. The product is [Br:24][CH2:1][C:2]1[O:6][C:5]([C:7]2[CH:12]=[CH:11][CH:10]=[C:9]([C:13]([F:16])([F:14])[F:15])[CH:8]=2)=[N:4][CH:3]=1. The yield is 0.560. (10) The reactants are [CH3:1][O:2][C:3](=[O:21])[C@H:4]([CH2:13][C:14]1[CH:19]=[CH:18][C:17]([NH2:20])=[CH:16][CH:15]=1)[NH:5][C:6]([O:8][C:9]([CH3:12])([CH3:11])[CH3:10])=[O:7].[Cl:22][C:23]1[CH:31]=[CH:30][CH:29]=[C:28]([Cl:32])[C:24]=1[C:25](Cl)=[O:26].C(N(C(C)C)CC)(C)C. The catalyst is ClCCl. The product is [CH3:1][O:2][C:3](=[O:21])[C@H:4]([CH2:13][C:14]1[CH:19]=[CH:18][C:17]([NH:20][C:25]([C:24]2[C:23]([Cl:22])=[CH:31][CH:30]=[CH:29][C:28]=2[Cl:32])=[O:26])=[CH:16][CH:15]=1)[NH:5][C:6]([O:8][C:9]([CH3:12])([CH3:10])[CH3:11])=[O:7]. The yield is 0.884.